Dataset: Full USPTO retrosynthesis dataset with 1.9M reactions from patents (1976-2016). Task: Predict the reactants needed to synthesize the given product. (1) Given the product [C:15]([O:18][CH:19]([CH2:28][CH2:29][CH2:30][CH2:31][CH2:32][CH2:33][CH2:34][CH2:35][OH:36])[CH2:20][CH2:21][C:22]#[CH:23])(=[O:17])[CH3:16], predict the reactants needed to synthesize it. The reactants are: C(O)CCCCCC(O)CCCC#C.[C:15]([O:18][CH:19]([CH2:28][CH2:29][CH2:30][CH2:31][CH2:32][CH2:33][CH2:34][CH2:35][O:36][Si](C(C)(C)C)(C)C)[CH2:20][CH2:21][C:22]#[C:23][Si](C)(C)C)(=[O:17])[CH3:16].[N+](CCCC)(CCCC)(CCCC)CCCC.[F-]. (2) Given the product [CH2:1]([O:8][C:9]1[CH:14]=[CH:13][C:12]([O:15][CH2:31][CH2:30][C:20]2[N:21]=[C:22]([C:24]3[CH:29]=[CH:28][CH:27]=[CH:26][CH:25]=3)[O:23][C:19]=2[CH3:18])=[C:11]([CH:16]=[CH2:17])[CH:10]=1)[C:2]1[CH:3]=[CH:4][CH:5]=[CH:6][CH:7]=1, predict the reactants needed to synthesize it. The reactants are: [CH2:1]([O:8][C:9]1[CH:14]=[CH:13][C:12]([OH:15])=[C:11]([CH:16]=[CH2:17])[CH:10]=1)[C:2]1[CH:7]=[CH:6][CH:5]=[CH:4][CH:3]=1.[CH3:18][C:19]1[O:23][C:22]([C:24]2[CH:29]=[CH:28][CH:27]=[CH:26][CH:25]=2)=[N:21][C:20]=1[CH2:30][CH2:31]OS(C1C=CC(C)=CC=1)(=O)=O.C(=O)([O-])[O-].[Cs+].[Cs+]. (3) Given the product [Cl:1][C:2]1[CH:10]=[C:9]2[C:5]([C:6]([CH2:33][CH2:34][S:35]([CH2:38][CH3:39])(=[O:37])=[O:36])=[C:7]([CH2:20][N:21]3[C:25]4=[N:26][CH:27]=[CH:28][CH:29]=[C:24]4[C:23]4([CH2:31][CH2:30]4)[C:22]3=[O:32])[NH:8]2)=[CH:4][CH:3]=1, predict the reactants needed to synthesize it. The reactants are: [Cl:1][C:2]1[CH:10]=[C:9]2[C:5]([C:6]([CH2:33][CH2:34][S:35]([CH2:38][CH3:39])(=[O:37])=[O:36])=[C:7]([CH2:20][N:21]3[C:25]4=[N:26][CH:27]=[CH:28][CH:29]=[C:24]4[C:23]4([CH2:31][CH2:30]4)[C:22]3=[O:32])[N:8]2S(C2C=CC=CC=2)(=O)=O)=[CH:4][CH:3]=1.[F-].C([N+](CCCC)(CCCC)CCCC)CCC. (4) Given the product [C:1]([C:5]1[CH:6]=[C:7]([C:15](=[O:17])[CH3:16])[CH:8]=[C:9]([O:14][CH2:18][CH3:19])[C:10]=1[O:11][CH2:12][CH3:13])([CH3:2])([CH3:3])[CH3:4], predict the reactants needed to synthesize it. The reactants are: [C:1]([C:5]1[CH:6]=[C:7]([C:15](=[O:17])[CH3:16])[CH:8]=[C:9]([OH:14])[C:10]=1[O:11][CH2:12][CH3:13])([CH3:4])([CH3:3])[CH3:2].[CH2:18](I)[CH3:19].[H-].[Na+]. (5) Given the product [C:2]1([NH:1][C:9]2[C:10](=[CH:14][C:15]([N+:18]([O-:20])=[O:19])=[CH:16][CH:17]=2)[C:11]([OH:13])=[O:12])[CH:7]=[CH:6][CH:5]=[CH:4][CH:3]=1, predict the reactants needed to synthesize it. The reactants are: [NH2:1][C:2]1[CH:7]=[CH:6][CH:5]=[CH:4][CH:3]=1.Cl[C:9]1[CH:17]=[CH:16][C:15]([N+:18]([O-:20])=[O:19])=[CH:14][C:10]=1[C:11]([OH:13])=[O:12].C(=O)([O-])[O-].[Na+].[Na+].C. (6) Given the product [Cl:30][C:31]1[C:55]([CH3:56])=[CH:54][C:34]2[C:35]([C:47]3[CH:52]=[CH:51][CH:50]=[CH:49][C:48]=3[Cl:53])=[N:36][C:37]3[C:38]([NH:40][NH:41][C:42]=3[CH3:43])=[N:39][C:33]=2[CH:32]=1, predict the reactants needed to synthesize it. The reactants are: NC1C=C(Cl)C(C)=CC=1C(C1C=CC=CC=1Cl)=O.NC1C(C)=NN(CC=C)C=1Cl.[Cl:30][C:31]1[C:55]([CH3:56])=[CH:54][C:34]2[C:35]([C:47]3[CH:52]=[CH:51][CH:50]=[CH:49][C:48]=3[Cl:53])=[N:36][C:37]3[C:38]([N:40](CC=C)[NH:41][C:42]=3[CH3:43])=[N:39][C:33]=2[CH:32]=1.[H-].C([Al+]CC(C)C)C(C)C.